Predict the reactants needed to synthesize the given product. From a dataset of Full USPTO retrosynthesis dataset with 1.9M reactions from patents (1976-2016). (1) Given the product [Cl:8][C:9]1[CH:14]=[CH:13][C:12]([C:2]2[CH2:3][CH2:4][CH2:5][O:6][CH:7]=2)=[CH:11][CH:10]=1, predict the reactants needed to synthesize it. The reactants are: Br[C:2]1[CH2:3][CH2:4][CH2:5][O:6][CH:7]=1.[Cl:8][C:9]1[CH:14]=[CH:13][C:12](B(O)O)=[CH:11][CH:10]=1.C(=O)([O-])[O-].[K+].[K+].C(O)C.O. (2) Given the product [CH3:8][O:9][C:10](=[O:42])[CH2:11][NH:12][C:13](=[O:41])[C@H:14]([CH2:39][O:40][CH2:70][CH:65]=[CH2:66])[NH:15][C:16](=[O:38])[C@H:17]([CH:35]([CH3:36])[CH3:37])[NH:18][C:19](=[O:34])[C@H:20]([CH:31]([CH3:33])[CH3:32])[NH:21][C:22](=[O:30])[C@H:23]([CH2:25][O:26][CH2:27][CH:28]=[CH2:29])[NH:24][C:56](=[O:57])[C@@H:55]1[CH2:59][CH2:60][CH2:61][N:54]1[C:52](=[O:53])[C@@H:51]1[CH2:62][CH2:63][CH2:64][N:50]1[C:48]([O:47][C:43]([CH3:46])([CH3:44])[CH3:45])=[O:49], predict the reactants needed to synthesize it. The reactants are: FC(F)(F)C(O)=O.[CH3:8][O:9][C:10](=[O:42])[CH2:11][NH:12][C:13](=[O:41])[C@H:14]([CH2:39][OH:40])[NH:15][C:16](=[O:38])[C@H:17]([CH:35]([CH3:37])[CH3:36])[NH:18][C:19](=[O:34])[C@H:20]([CH:31]([CH3:33])[CH3:32])[NH:21][C:22](=[O:30])[C@H:23]([CH2:25][O:26][CH2:27][CH:28]=[CH2:29])[NH2:24].[C:43]([O:47][C:48]([N:50]1[CH2:64][CH2:63][CH2:62][C@H:51]1[C:52]([N:54]1[CH2:61][CH2:60][CH2:59][C@H:55]1[C:56](O)=[O:57])=[O:53])=[O:49])([CH3:46])([CH3:45])[CH3:44].[CH:65]1[CH:70]=C2N=NN(O)C2=C[CH:66]=1.O.C(N(CC)C(C)C)(C)C.CCN=C=NCCCN(C)C.Cl. (3) Given the product [NH2:23][C:14]1[C:13]2[N:12]=[CH:11][N:10]([CH2:9][CH2:8][CH2:7][O:6][N:5]=[C:2]([CH3:4])[CH3:1])[C:22]=2[C:21]2[N:20]=[CH:19][CH:18]=[CH:17][C:16]=2[N:15]=1, predict the reactants needed to synthesize it. The reactants are: [CH3:1][C:2]([CH3:4])=O.[NH2:5][O:6][CH2:7][CH2:8][CH2:9][N:10]1[C:22]2[C:21]3[N:20]=[CH:19][CH:18]=[CH:17][C:16]=3[N:15]=[C:14]([NH2:23])[C:13]=2[N:12]=[CH:11]1. (4) Given the product [CH2:8]([O:7][C:5]([CH2:4][N:1]1[C:2](=[O:11])[S:3][N:19]([CH2:17][CH3:18])[C:20]1=[O:21])=[O:6])[CH3:9], predict the reactants needed to synthesize it. The reactants are: [N:1]([CH2:4][C:5]([O:7][CH2:8][CH3:9])=[O:6])=[C:2]=[S:3].Cl.[O-:11][Mn](=O)(=O)=O.[K+].[CH2:17]([N:19]=[C:20]=[O:21])[CH3:18]. (5) Given the product [CH:14]([N:9]1[CH2:8][CH2:7][C:6]2([O:1][CH2:2][C:3](=[O:12])[NH:4][CH2:5]2)[CH2:11][CH2:10]1)([CH3:16])[CH3:13], predict the reactants needed to synthesize it. The reactants are: [O:1]1[C:6]2([CH2:11][CH2:10][NH:9][CH2:8][CH2:7]2)[CH2:5][NH:4][C:3](=[O:12])[CH2:2]1.[CH3:13][C:14]([CH3:16])=O.[BH3-]C#N.[Na+].C(O)(=O)C.C([O-])(O)=O.[Na+].